Dataset: Reaction yield outcomes from USPTO patents with 853,638 reactions. Task: Predict the reaction yield, written as a fraction of the theoretical maximum amount of product (1.0 means a 100% yield; for example, 0.34 means a 34% yield). The reactants are [N:1]1([C:7]2[CH:12]=[CH:11][C:10]([NH:13][C:14]([C:16]3[CH:17]=[C:18]([CH:30]=[CH:31][CH:32]=3)[CH2:19][S:20][CH2:21][CH2:22][C:23]([O:25]C(C)(C)C)=[O:24])=[O:15])=[C:9]([C:33](=[O:51])[NH:34][C:35]3[CH:40]=[N:39][C:38]([C:41]4[CH:46]=[CH:45][CH:44]=[C:43]([C:47]([F:50])([F:49])[F:48])[CH:42]=4)=[CH:37][N:36]=3)[CH:8]=2)[CH2:6][CH2:5][CH2:4][CH2:3][CH2:2]1.FC(F)(F)C(O)=O. The catalyst is ClCCl. The product is [N:1]1([C:7]2[CH:12]=[CH:11][C:10]([NH:13][C:14]([C:16]3[CH:17]=[C:18]([CH:30]=[CH:31][CH:32]=3)[CH2:19][S:20][CH2:21][CH2:22][C:23]([OH:25])=[O:24])=[O:15])=[C:9]([C:33](=[O:51])[NH:34][C:35]3[CH:40]=[N:39][C:38]([C:41]4[CH:46]=[CH:45][CH:44]=[C:43]([C:47]([F:50])([F:48])[F:49])[CH:42]=4)=[CH:37][N:36]=3)[CH:8]=2)[CH2:2][CH2:3][CH2:4][CH2:5][CH2:6]1. The yield is 0.0900.